From a dataset of NCI-60 drug combinations with 297,098 pairs across 59 cell lines. Regression. Given two drug SMILES strings and cell line genomic features, predict the synergy score measuring deviation from expected non-interaction effect. (1) Drug 1: CN(CCCl)CCCl.Cl. Drug 2: CS(=O)(=O)OCCCCOS(=O)(=O)C. Cell line: RXF 393. Synergy scores: CSS=10.9, Synergy_ZIP=-2.75, Synergy_Bliss=0.221, Synergy_Loewe=-9.45, Synergy_HSA=-0.462. (2) Cell line: NCI-H522. Synergy scores: CSS=39.3, Synergy_ZIP=-5.37, Synergy_Bliss=-7.44, Synergy_Loewe=-23.9, Synergy_HSA=-6.05. Drug 1: CCN(CC)CCCC(C)NC1=C2C=C(C=CC2=NC3=C1C=CC(=C3)Cl)OC. Drug 2: CC1C(C(CC(O1)OC2CC(CC3=C2C(=C4C(=C3O)C(=O)C5=C(C4=O)C(=CC=C5)OC)O)(C(=O)CO)O)N)O.Cl. (3) Drug 1: CC(CN1CC(=O)NC(=O)C1)N2CC(=O)NC(=O)C2. Drug 2: C(CCl)NC(=O)N(CCCl)N=O. Cell line: EKVX. Synergy scores: CSS=5.93, Synergy_ZIP=-1.29, Synergy_Bliss=0.0676, Synergy_Loewe=-2.87, Synergy_HSA=-3.07. (4) Drug 1: C1=CC(=CC=C1CC(C(=O)O)N)N(CCCl)CCCl.Cl. Drug 2: CCCCC(=O)OCC(=O)C1(CC(C2=C(C1)C(=C3C(=C2O)C(=O)C4=C(C3=O)C=CC=C4OC)O)OC5CC(C(C(O5)C)O)NC(=O)C(F)(F)F)O. Cell line: CCRF-CEM. Synergy scores: CSS=42.2, Synergy_ZIP=1.24, Synergy_Bliss=2.27, Synergy_Loewe=0.385, Synergy_HSA=1.19. (5) Drug 1: CC(C)(C#N)C1=CC=C(C=C1)N2C3=C4C=C(C=CC4=NC=C3N(C2=O)C)C5=CC6=CC=CC=C6N=C5. Drug 2: CNC(=O)C1=NC=CC(=C1)OC2=CC=C(C=C2)NC(=O)NC3=CC(=C(C=C3)Cl)C(F)(F)F. Cell line: HCT116. Synergy scores: CSS=86.1, Synergy_ZIP=16.0, Synergy_Bliss=15.5, Synergy_Loewe=11.7, Synergy_HSA=20.5. (6) Drug 1: C1=CC=C(C=C1)NC(=O)CCCCCCC(=O)NO. Drug 2: CC(C)CN1C=NC2=C1C3=CC=CC=C3N=C2N. Cell line: ACHN. Synergy scores: CSS=16.9, Synergy_ZIP=-5.69, Synergy_Bliss=-4.01, Synergy_Loewe=-3.51, Synergy_HSA=-5.00.